Dataset: Forward reaction prediction with 1.9M reactions from USPTO patents (1976-2016). Task: Predict the product of the given reaction. (1) Given the reactants [NH2:1][C:2]1[N:6]([C:7]2[CH:12]=[CH:11][C:10]([F:13])=[CH:9][CH:8]=2)[N:5]=[CH:4][C:3]=1[C:14]([OH:16])=O.C(N(C(C)C)CC)(C)C.F[P-](F)(F)(F)(F)F.N1(OC(N(C)C)=[N+](C)C)C2N=CC=CC=2N=N1.[NH2:50][CH2:51][C@@:52]([OH:59])([C:55]([F:58])([F:57])[F:56])[CH2:53][OH:54], predict the reaction product. The product is: [NH2:1][C:2]1[N:6]([C:7]2[CH:8]=[CH:9][C:10]([F:13])=[CH:11][CH:12]=2)[N:5]=[CH:4][C:3]=1[C:14]([NH:50][CH2:51][C@:52]([OH:59])([CH2:53][OH:54])[C:55]([F:58])([F:57])[F:56])=[O:16]. (2) Given the reactants C([O:8][C:9]1[CH:10]=[C:11]([C:20](=[O:26])[CH:21](OCC)O)[C:12]2[O:17][CH2:16][C:15](=[O:18])[NH:14][C:13]=2[CH:19]=1)C1C=CC=CC=1.[CH2:27]([C:29]1[N:33]([CH2:34][CH2:35][C:36]([NH2:39])([CH3:38])[CH3:37])[N:32]=[C:31]([C:40]2[CH:45]=[CH:44][C:43]([O:46][CH3:47])=[CH:42][CH:41]=2)[N:30]=1)[CH3:28].FC(F)(F)C([O-])=O, predict the reaction product. The product is: [CH2:27]([C:29]1[N:33]([CH2:34][CH2:35][C:36]([NH:39][CH2:21][CH:20]([C:11]2[C:12]3[O:17][CH2:16][C:15](=[O:18])[NH:14][C:13]=3[CH:19]=[C:9]([OH:8])[CH:10]=2)[OH:26])([CH3:38])[CH3:37])[N:32]=[C:31]([C:40]2[CH:45]=[CH:44][C:43]([O:46][CH3:47])=[CH:42][CH:41]=2)[N:30]=1)[CH3:28]. (3) Given the reactants [NH2:1][C:2]1[N:7]=[C:6]([NH2:8])[C:5]([CH:9]=O)=[C:4]([NH:11][CH3:12])[N:3]=1.[CH3:13][C:14]1[CH:19]=[C:18]([CH3:20])[CH:17]=[C:16]([CH3:21])[C:15]=1[C:22](=O)[CH3:23].[OH-].[K+], predict the reaction product. The product is: [CH3:12][NH:11][C:4]1[C:5]2[CH:9]=[CH:23][C:22]([C:15]3[C:14]([CH3:13])=[CH:19][C:18]([CH3:20])=[CH:17][C:16]=3[CH3:21])=[N:8][C:6]=2[N:7]=[C:2]([NH2:1])[N:3]=1. (4) The product is: [CH2:14]([N:1]1[C:5]2[CH:6]=[CH:7][CH:8]=[CH:9][C:4]=2[NH:3][CH:2]1[CH2:10][C:11]#[N:12])[CH2:15][CH3:16]. Given the reactants [N:1]1[C:5]2[CH:6]=[CH:7][CH:8]=[CH:9][C:4]=2[NH:3][C:2]=1[CH2:10][C:11]#[N:12].Br[CH2:14][CH2:15][CH3:16], predict the reaction product.